Dataset: Reaction yield outcomes from USPTO patents with 853,638 reactions. Task: Predict the reaction yield, written as a fraction of the theoretical maximum amount of product (1.0 means a 100% yield; for example, 0.34 means a 34% yield). (1) The reactants are C(O[C:6](=[O:35])[NH:7][CH:8]([CH3:34])[C:9]([N:11]1[CH2:16][CH2:15][CH2:14][CH2:13][CH:12]1[C:17](=[O:33])[NH:18][CH:19]1[CH2:23][C:22](=[O:24])[O:21][CH:20]1[O:25][CH2:26][C:27]1[CH:32]=[CH:31][CH:30]=[CH:29][CH:28]=1)=[O:10])(C)(C)C.[C:36]([NH:39][C:40]1[CH:48]=[CH:47][C:43](C(O)=O)=[CH:42][C:41]=1[Cl:49])(=[O:38])[CH3:37].O=C1OC(OCCC2C=CC=CC=2)C(NC(C2CCCN2C(=O)C(NC(=O)C2C=CC(N)=C(Cl)C=2)C)=O)C1. No catalyst specified. The product is [CH2:26]([O:25][CH:20]1[CH:19]([NH:18][C:17]([CH:12]2[CH2:13][CH2:14][CH2:15][CH2:16][N:11]2[C:9](=[O:10])[CH:8]([NH:7][C:6](=[O:35])[C:43]2[CH:47]=[CH:48][C:40]([NH:39][C:36](=[O:38])[CH3:37])=[C:41]([Cl:49])[CH:42]=2)[CH3:34])=[O:33])[CH2:23][C:22](=[O:24])[O:21]1)[C:27]1[CH:32]=[CH:31][CH:30]=[CH:29][CH:28]=1. The yield is 0.470. (2) The reactants are [N:1]1[NH:2][N:3]=[N:4][C:5]=1[C:6]1[CH:17]=[CH:16][C:9]([O:10][CH2:11][C:12](OC)=[O:13])=[CH:8][CH:7]=1.O.[NH2:19][NH2:20]. The catalyst is CO. The product is [NH:4]1[C:5]([C:6]2[CH:17]=[CH:16][C:9]([O:10][CH2:11][C:12]([NH:19][NH2:20])=[O:13])=[CH:8][CH:7]=2)=[N:1][N:2]=[N:3]1. The yield is 0.780.